From a dataset of NCI-60 drug combinations with 297,098 pairs across 59 cell lines. Regression. Given two drug SMILES strings and cell line genomic features, predict the synergy score measuring deviation from expected non-interaction effect. (1) Drug 1: C1=CC(=CC=C1CCC2=CNC3=C2C(=O)NC(=N3)N)C(=O)NC(CCC(=O)O)C(=O)O. Drug 2: C1=NC2=C(N1)C(=S)N=CN2. Cell line: NCI-H460. Synergy scores: CSS=46.0, Synergy_ZIP=-0.638, Synergy_Bliss=1.00, Synergy_Loewe=-0.0631, Synergy_HSA=3.00. (2) Drug 1: CC1=C(N=C(N=C1N)C(CC(=O)N)NCC(C(=O)N)N)C(=O)NC(C(C2=CN=CN2)OC3C(C(C(C(O3)CO)O)O)OC4C(C(C(C(O4)CO)O)OC(=O)N)O)C(=O)NC(C)C(C(C)C(=O)NC(C(C)O)C(=O)NCCC5=NC(=CS5)C6=NC(=CS6)C(=O)NCCC[S+](C)C)O. Drug 2: CN(CCCl)CCCl.Cl. Cell line: EKVX. Synergy scores: CSS=1.34, Synergy_ZIP=-1.24, Synergy_Bliss=-0.344, Synergy_Loewe=-3.01, Synergy_HSA=-2.06. (3) Cell line: UACC62. Synergy scores: CSS=13.6, Synergy_ZIP=-6.53, Synergy_Bliss=-3.47, Synergy_Loewe=-4.44, Synergy_HSA=-2.17. Drug 1: CC(CN1CC(=O)NC(=O)C1)N2CC(=O)NC(=O)C2. Drug 2: CS(=O)(=O)OCCCCOS(=O)(=O)C.